This data is from Full USPTO retrosynthesis dataset with 1.9M reactions from patents (1976-2016). The task is: Predict the reactants needed to synthesize the given product. (1) Given the product [F:1][C:2]1[CH:3]=[CH:4][C:5]([C:8]2[C:12]([CH2:13][O:14][C:15]3[N:16]=[CH:17][C:18]([C:19]([N:25]4[CH2:30][CH2:29][S:28][CH2:27][CH2:26]4)=[O:21])=[CH:22][CH:23]=3)=[C:11]([CH3:24])[O:10][N:9]=2)=[CH:6][CH:7]=1, predict the reactants needed to synthesize it. The reactants are: [F:1][C:2]1[CH:7]=[CH:6][C:5]([C:8]2[C:12]([CH2:13][O:14][C:15]3[CH:23]=[CH:22][C:18]([C:19]([OH:21])=O)=[CH:17][N:16]=3)=[C:11]([CH3:24])[O:10][N:9]=2)=[CH:4][CH:3]=1.[NH:25]1[CH2:30][CH2:29][S:28][CH2:27][CH2:26]1. (2) The reactants are: [C:1]([BH3-])#N.[Na+].C1COCC1.[CH:10]1([C:16]2[C:17]3[CH:18]=[CH:19][C:20]([C:49]([NH:51][S:52](=[O:57])(=[O:56])[N:53]([CH3:55])[CH3:54])=[O:50])=[CH:21][C:22]=3[N:23]3[CH2:29][C:28]([C:30]([N:32]4[CH2:39][C:38]56[CH2:40][NH:41][CH2:42][C:34]5([CH2:35][O:36][CH2:37]6)[CH2:33]4)=[O:31])=[CH:27][C:26]4[CH:43]=[C:44]([O:47][CH3:48])[CH:45]=[CH:46][C:25]=4[C:24]=23)[CH2:15][CH2:14][CH2:13][CH2:12][CH2:11]1.C=O. Given the product [CH:10]1([C:16]2[C:17]3[CH:18]=[CH:19][C:20]([C:49]([NH:51][S:52](=[O:56])(=[O:57])[N:53]([CH3:54])[CH3:55])=[O:50])=[CH:21][C:22]=3[N:23]3[CH2:29][C:28]([C:30]([N:32]4[CH2:39][C:38]56[CH2:40][N:41]([CH3:1])[CH2:42][C:34]5([CH2:35][O:36][CH2:37]6)[CH2:33]4)=[O:31])=[CH:27][C:26]4[CH:43]=[C:44]([O:47][CH3:48])[CH:45]=[CH:46][C:25]=4[C:24]=23)[CH2:15][CH2:14][CH2:13][CH2:12][CH2:11]1, predict the reactants needed to synthesize it. (3) Given the product [CH2:5]([O:7][C:8]([C:10]1[CH:14]=[C:13]([C:15]2[CH:20]=[CH:19][C:18]([CH3:21])=[CH:17][N:16]=2)[N:12]([C:22]2[N:23]=[N:24][CH:25]=[CH:26][CH:27]=2)[N:11]=1)=[O:9])[CH3:6], predict the reactants needed to synthesize it. The reactants are: C([O-])=O.[NH4+].[CH2:5]([O:7][C:8]([C:10]1[CH:14]=[C:13]([C:15]2[CH:20]=[CH:19][C:18]([CH3:21])=[CH:17][N:16]=2)[N:12]([C:22]2[N:23]=[N:24][C:25](Cl)=[CH:26][CH:27]=2)[N:11]=1)=[O:9])[CH3:6]. (4) The reactants are: [C:1]1([N:7]2[C:19]3[C:14](=[CH:15][C:16](B4OC(C)(C)C(C)(C)O4)=[C:17]4[CH:23]=[CH:22][CH:21]=[CH:20][C:18]4=3)[C:13]3[C:8]2=[CH:9][CH:10]=[CH:11][CH:12]=3)[CH:6]=[CH:5][CH:4]=[CH:3][CH:2]=1.I[C:34]1[CH:39]=[CH:38][CH:37]=[CH:36][C:35]=1[N+:40]([O-:42])=[O:41].C(=O)([O-])[O-].[Na+].[Na+].C(COC)OC. Given the product [N+:40]([C:35]1[CH:36]=[CH:37][CH:38]=[CH:39][C:34]=1[C:16]1[CH:15]=[C:14]2[C:19]([N:7]([C:1]3[CH:6]=[CH:5][CH:4]=[CH:3][CH:2]=3)[C:8]3[C:13]2=[CH:12][CH:11]=[CH:10][CH:9]=3)=[C:18]2[CH:20]=[CH:21][CH:22]=[CH:23][C:17]=12)([O-:42])=[O:41], predict the reactants needed to synthesize it. (5) Given the product [S:8]1[C:12]2[CH:13]=[CH:14][CH:15]=[CH:16][C:11]=2[N:10]=[C:9]1[C:17]([N:19]1[CH2:24][C:23]2([CH2:29][CH2:28][N:27]([CH2:35][CH2:36][O:37][C:38]3[CH:39]=[CH:40][C:41]([CH2:44][N:45]([CH2:46][C@H:47]([OH:59])[C:48]4[C:56]5[S:55][C:54](=[O:57])[NH:53][C:52]=5[C:51]([OH:58])=[CH:50][CH:49]=4)[C:60](=[O:61])[O:62][C:63]([CH3:65])([CH3:64])[CH3:66])=[CH:42][CH:43]=3)[CH2:26][CH2:25]2)[O:22][CH2:21][CH2:20]1)=[O:18], predict the reactants needed to synthesize it. The reactants are: C(N(CC)CC)C.[S:8]1[C:12]2[CH:13]=[CH:14][CH:15]=[CH:16][C:11]=2[N:10]=[C:9]1[C:17]([N:19]1[CH2:24][C:23]2([CH2:29][CH2:28][NH:27][CH2:26][CH2:25]2)[O:22][CH2:21][CH2:20]1)=[O:18].CS(O[CH2:35][CH2:36][O:37][C:38]1[CH:43]=[CH:42][C:41]([CH2:44][N:45]([C:60]([O:62][C:63]([CH3:66])([CH3:65])[CH3:64])=[O:61])[CH2:46][C@H:47]([OH:59])[C:48]2[C:56]3[S:55][C:54](=[O:57])[NH:53][C:52]=3[C:51]([OH:58])=[CH:50][CH:49]=2)=[CH:40][CH:39]=1)(=O)=O.